Dataset: Reaction yield outcomes from USPTO patents with 853,638 reactions. Task: Predict the reaction yield, written as a fraction of the theoretical maximum amount of product (1.0 means a 100% yield; for example, 0.34 means a 34% yield). The reactants are CS(O[CH2:6][CH2:7][N:8]1[CH:12]=[C:11]([C:13]2[CH:18]=[C:17]([C:19]([O:21]C)=[O:20])[CH:16]=[CH:15][N:14]=2)[N:10]=[CH:9]1)(=O)=O.[Cl:23][C:24]1[CH:34]=[CH:33][C:27]([CH2:28][NH:29][CH:30]2[CH2:32][CH2:31]2)=[CH:26][CH:25]=1. The product is [Cl:23][C:24]1[CH:25]=[CH:26][C:27]([CH2:28][N:29]([CH:30]2[CH2:31][CH2:32]2)[CH2:6][CH2:7][N:8]2[CH:12]=[C:11]([C:13]3[CH:18]=[C:17]([C:19]([OH:21])=[O:20])[CH:16]=[CH:15][N:14]=3)[N:10]=[CH:9]2)=[CH:33][CH:34]=1. The yield is 0.0800. No catalyst specified.